Dataset: Forward reaction prediction with 1.9M reactions from USPTO patents (1976-2016). Task: Predict the product of the given reaction. Given the reactants [Br:1]Br.[C:3]1([CH2:9][CH2:10][CH:11]=[O:12])[CH:8]=[CH:7][CH:6]=[CH:5][CH:4]=1.C(=O)(O)[O-].[Na+], predict the reaction product. The product is: [Br:1][CH:10]([CH2:9][C:3]1[CH:8]=[CH:7][CH:6]=[CH:5][CH:4]=1)[CH:11]=[O:12].